The task is: Predict the reactants needed to synthesize the given product.. This data is from Full USPTO retrosynthesis dataset with 1.9M reactions from patents (1976-2016). (1) Given the product [Cl:1][C:2]1[CH:3]=[C:4]([S:9]([NH:12][CH2:13][C:14]2[CH:23]=[CH:22][C:17]([C:18]([OH:20])=[O:19])=[CH:16][N:15]=2)(=[O:10])=[O:11])[CH:5]=[CH:6][C:7]=1[F:8], predict the reactants needed to synthesize it. The reactants are: [Cl:1][C:2]1[CH:3]=[C:4]([S:9]([NH:12][CH2:13][C:14]2[CH:23]=[CH:22][C:17]([C:18]([O:20]C)=[O:19])=[CH:16][N:15]=2)(=[O:11])=[O:10])[CH:5]=[CH:6][C:7]=1[F:8].[OH-].[K+]. (2) Given the product [C:1]([C:5]1[CH:23]=[C:8]2[N:9]=[C:10]([CH3:22])[C:11]([CH:14]([CH2:19][CH2:20][CH3:21])[C:15]([O:17][CH3:18])=[O:16])=[C:12]([C:31]3[CH:32]=[C:33]4[C:28]([CH:27]=[CH:26][N:25]4[CH3:24])=[CH:29][CH:30]=3)[N:7]2[N:6]=1)([CH3:4])([CH3:3])[CH3:2], predict the reactants needed to synthesize it. The reactants are: [C:1]([C:5]1[CH:23]=[C:8]2[N:9]=[C:10]([CH3:22])[C:11]([CH:14]([CH2:19][CH2:20][CH3:21])[C:15]([O:17][CH3:18])=[O:16])=[C:12](Cl)[N:7]2[N:6]=1)([CH3:4])([CH3:3])[CH3:2].[CH3:24][N:25]1[C:33]2[C:28](=[CH:29][CH:30]=[C:31](B3OC(C)(C)C(C)(C)O3)[CH:32]=2)[CH:27]=[CH:26]1.C(N(C(C)C)CC)(C)C. (3) Given the product [OH:22][C:19]1([C:2]2[C:7]([CH3:8])=[CH:6][CH:5]=[CH:4][N:3]=2)[CH2:18][CH2:17][N:16]([C:14]([O:13][C:9]([CH3:12])([CH3:11])[CH3:10])=[O:15])[CH2:21][CH2:20]1, predict the reactants needed to synthesize it. The reactants are: Br[C:2]1[C:7]([CH3:8])=[CH:6][CH:5]=[CH:4][N:3]=1.[C:9]([O:13][C:14]([N:16]1[CH2:21][CH2:20][C:19](=[O:22])[CH2:18][CH2:17]1)=[O:15])([CH3:12])([CH3:11])[CH3:10].O. (4) Given the product [F:13][C:14]1[C:19]([C:20](=[N:6][OH:7])[CH3:21])=[CH:18][CH:17]=[C:16]([F:23])[N:15]=1, predict the reactants needed to synthesize it. The reactants are: S(O)(O)(=O)=O.[NH2:6][OH:7].C([O-])(=O)C.[Na+].[F:13][C:14]1[C:19]([C:20](=O)[CH3:21])=[CH:18][CH:17]=[C:16]([F:23])[N:15]=1.O. (5) The reactants are: [NH2:1][C:2]1[CH:7]=[CH:6][CH:5]=[CH:4][C:3]=1[S:8]([NH2:11])(=[O:10])=[O:9].[O:12]1[C:17]2=[CH:18][CH:19]=[CH:20][C:16]2=[CH:15][CH:14]=[C:13]1[C:21]1[CH:26]=[CH:25][CH:24]=[CH:23][C:22]=1/[CH:27]=[CH:28]/[S:29](Cl)(=[O:31])=[O:30]. Given the product [O:12]1[C:17]2=[CH:18][CH:19]=[CH:20][C:16]2=[CH:15][CH:14]=[C:13]1[C:21]1[CH:26]=[CH:25][CH:24]=[CH:23][C:22]=1/[CH:27]=[CH:28]/[S:29]([NH:1][C:2]1[CH:7]=[CH:6][CH:5]=[CH:4][C:3]=1[S:8]([NH2:11])(=[O:9])=[O:10])(=[O:31])=[O:30], predict the reactants needed to synthesize it. (6) Given the product [Cl:1][C:2]1[N:20]=[CH:19][C:5]2[C:6]3[N:7]([CH:11]=[C:12]([C:14]4[N:18]([CH:27]([CH3:29])[CH3:28])[CH:17]=[CH:16][N:15]=4)[N:13]=3)[CH2:8][CH2:9][O:10][C:4]=2[CH:3]=1, predict the reactants needed to synthesize it. The reactants are: [Cl:1][C:2]1[N:20]=[CH:19][C:5]2[C:6]3[N:7]([CH:11]=[C:12]([C:14]4[NH:15][CH:16]=[CH:17][N:18]=4)[N:13]=3)[CH2:8][CH2:9][O:10][C:4]=2[CH:3]=1.C([O-])([O-])=O.[Cs+].[Cs+].[CH:27](I)([CH3:29])[CH3:28]. (7) Given the product [F:27][C:16]1[C:15]([C:2]2[CH:7]=[CH:6][C:5]([C:8]3([CH2:12][OH:13])[CH2:11][CH2:10][CH2:9]3)=[CH:4][CH:3]=2)=[C:23]([F:24])[CH:22]=[C:21]2[C:17]=1[C:18]([CH:25]=[O:26])=[CH:19][NH:20]2, predict the reactants needed to synthesize it. The reactants are: Br[C:2]1[CH:7]=[CH:6][C:5]([C:8]2([CH2:12][OH:13])[CH2:11][CH2:10][CH2:9]2)=[CH:4][CH:3]=1.Br[C:15]1[C:16]([F:27])=[C:17]2[C:21](=[CH:22][C:23]=1[F:24])[NH:20][CH:19]=[C:18]2[CH:25]=[O:26]. (8) The reactants are: [CH2:1]([OH:5])[CH2:2][C:3]#[CH:4].Br[C:7]1[CH:12]=[CH:11][C:10]([CH:13]2[CH2:15][CH2:14]2)=[CH:9][CH:8]=1. Given the product [CH:13]1([C:10]2[CH:11]=[CH:12][C:7]([C:4]#[C:3][CH2:2][CH2:1][OH:5])=[CH:8][CH:9]=2)[CH2:15][CH2:14]1, predict the reactants needed to synthesize it. (9) Given the product [CH2:1]([O:3][C:4]([C:6]1[C:15](=[O:16])[C:14]2[C:9](=[C:10](/[CH:19]=[CH:20]\[CH2:21][C@@H:22]3[C@@H:26]([NH:27][C:28]([O:30][C:31]([CH3:34])([CH3:33])[CH3:32])=[O:29])[CH2:25][CH2:24][N:23]3[C:35]([O:37][C:38]([CH3:41])([CH3:40])[CH3:39])=[O:36])[C:11]([F:18])=[C:12]([F:17])[CH:13]=2)[N:8]([CH:42]2[CH2:43][CH2:44]2)[CH:7]=1)=[O:5])[CH3:2], predict the reactants needed to synthesize it. The reactants are: [CH2:1]([O:3][C:4]([C:6]1[C:15](=[O:16])[C:14]2[C:9](=[C:10]([C:19]#[C:20][CH2:21][C@@H:22]3[C@@H:26]([NH:27][C:28]([O:30][C:31]([CH3:34])([CH3:33])[CH3:32])=[O:29])[CH2:25][CH2:24][N:23]3[C:35]([O:37][C:38]([CH3:41])([CH3:40])[CH3:39])=[O:36])[C:11]([F:18])=[C:12]([F:17])[CH:13]=2)[N:8]([CH:42]2[CH2:44][CH2:43]2)[CH:7]=1)=[O:5])[CH3:2].N1C2C(=CC=CC=2)C=CC=1.C(N(CC)CC)C.